This data is from Catalyst prediction with 721,799 reactions and 888 catalyst types from USPTO. The task is: Predict which catalyst facilitates the given reaction. Reactant: [CH3:1][C:2]1[N:3]=[C:4]([C:13]2[CH:18]=[CH:17][CH:16]=[CH:15][CH:14]=2)[CH:5]=[C:6]2[C:11]=1[C:10](=[O:12])[NH:9][CH:8]=[CH:7]2.[H][H]. Product: [CH3:1][C:2]1[N:3]=[C:4]([C:13]2[CH:18]=[CH:17][CH:16]=[CH:15][CH:14]=2)[CH:5]=[C:6]2[C:11]=1[C:10](=[O:12])[NH:9][CH2:8][CH2:7]2. The catalyst class is: 63.